This data is from Forward reaction prediction with 1.9M reactions from USPTO patents (1976-2016). The task is: Predict the product of the given reaction. Given the reactants C(OC(=O)[NH:10][CH2:11][CH2:12][O:13][C:14]1[CH:19]=[CH:18][C:17]([C:20]2[CH:21]=[N:22][O:23][CH:24]=2)=[CH:16][CH:15]=1)C1C=CC=CC=1.CS(O)(=O)=O.[OH-].[Na+], predict the reaction product. The product is: [O:23]1[CH:24]=[C:20]([C:17]2[CH:18]=[CH:19][C:14]([O:13][CH2:12][CH2:11][NH2:10])=[CH:15][CH:16]=2)[CH:21]=[N:22]1.